The task is: Predict the reactants needed to synthesize the given product.. This data is from Full USPTO retrosynthesis dataset with 1.9M reactions from patents (1976-2016). Given the product [C:12]([NH:16][C:9]([C:5]1[C:6]([Cl:8])=[N:7][C:2]([Cl:1])=[N:3][CH:4]=1)=[O:10])([CH3:15])([CH3:14])[CH3:13], predict the reactants needed to synthesize it. The reactants are: [Cl:1][C:2]1[N:7]=[C:6]([Cl:8])[C:5]([C:9](Cl)=[O:10])=[CH:4][N:3]=1.[C:12]([NH2:16])([CH3:15])([CH3:14])[CH3:13].C(N(CC)CC)C.